This data is from Reaction yield outcomes from USPTO patents with 853,638 reactions. The task is: Predict the reaction yield, written as a fraction of the theoretical maximum amount of product (1.0 means a 100% yield; for example, 0.34 means a 34% yield). (1) The reactants are [C:1]([C@@H:3]1[CH2:6][C@H:5]([CH:7]([NH:9][C:10]([C:12]2[C:20]3[C:15](=[N:16][CH:17]=[C:18]([C:21]4[C:29]5[C:24](=[CH:25][C:26]([F:30])=[CH:27][CH:28]=5)[N:23]([CH3:31])[N:22]=4)[N:19]=3)[N:14](COCC[Si](C)(C)C)[CH:13]=2)=[O:11])[CH3:8])[CH2:4]1)#[N:2].C(O)(C(F)(F)F)=O.C(N)CN. The catalyst is C(Cl)Cl. The product is [C:1]([C@@H:3]1[CH2:6][C@H:5]([CH:7]([NH:9][C:10]([C:12]2[C:20]3[C:15](=[N:16][CH:17]=[C:18]([C:21]4[C:29]5[C:24](=[CH:25][C:26]([F:30])=[CH:27][CH:28]=5)[N:23]([CH3:31])[N:22]=4)[N:19]=3)[NH:14][CH:13]=2)=[O:11])[CH3:8])[CH2:4]1)#[N:2]. The yield is 0.580. (2) The reactants are [CH:1]1([CH:6]=[C:7]([C:18]2[NH:33][C:21]3=[N:22][CH:23]=[C:24]([O:26][CH2:27][C:28]([N:30]([CH3:32])[CH3:31])=[O:29])[CH:25]=[C:20]3[CH:19]=2)[C:8]2[CH:13]=[CH:12][C:11]([S:14]([CH3:17])(=[O:16])=[O:15])=[CH:10][CH:9]=2)[CH2:5][CH2:4][CH2:3][CH2:2]1.[H][H]. The catalyst is [Pd].CO. The product is [CH:1]1([CH2:6][CH:7]([C:18]2[NH:33][C:21]3=[N:22][CH:23]=[C:24]([O:26][CH2:27][C:28]([N:30]([CH3:31])[CH3:32])=[O:29])[CH:25]=[C:20]3[CH:19]=2)[C:8]2[CH:13]=[CH:12][C:11]([S:14]([CH3:17])(=[O:15])=[O:16])=[CH:10][CH:9]=2)[CH2:5][CH2:4][CH2:3][CH2:2]1. The yield is 0.507. (3) The reactants are [C:1]1([NH:7][C:8]2[NH:13][C:12](=[O:14])[CH:11]=[CH:10][N:9]=2)[CH:6]=[CH:5][CH:4]=[CH:3][CH:2]=1.[H-].[Li+].I[CH3:18]. The catalyst is CN(C=O)C. The product is [CH3:18][N:13]1[C:12](=[O:14])[CH:11]=[CH:10][N:9]=[C:8]1[NH:7][C:1]1[CH:2]=[CH:3][CH:4]=[CH:5][CH:6]=1. The yield is 0.620. (4) The reactants are Br[C:2]1[NH:6][C:5]([N+:7]([O-])=O)=[N:4][C:3]=1[C:10]1[C:19]2[C:14](=[CH:15][C:16]([O:20][CH3:21])=[CH:17][CH:18]=2)[N:13]=[C:12]([CH3:22])[CH:11]=1. The catalyst is CO.[Pd]. The product is [CH3:21][O:20][C:16]1[CH:15]=[C:14]2[C:19]([C:10]([C:3]3[N:4]=[C:5]([NH2:7])[NH:6][CH:2]=3)=[CH:11][C:12]([CH3:22])=[N:13]2)=[CH:18][CH:17]=1. The yield is 0.870.